Dataset: Forward reaction prediction with 1.9M reactions from USPTO patents (1976-2016). Task: Predict the product of the given reaction. (1) Given the reactants [CH2:1]([N:4]([CH2:16][CH2:17][CH3:18])[C:5]1[C:10]2[N:11]([CH3:15])[C:12](=O)[NH:13][C:9]=2[CH:8]=[CH:7][N:6]=1)[CH2:2][CH3:3].P(Cl)(Cl)([Cl:21])=O, predict the reaction product. The product is: [Cl:21][C:12]1[N:11]([CH3:15])[C:10]2[C:5]([N:4]([CH2:16][CH2:17][CH3:18])[CH2:1][CH2:2][CH3:3])=[N:6][CH:7]=[CH:8][C:9]=2[N:13]=1. (2) Given the reactants Br[C:2]1[CH:11]=[CH:10][C:9]2[C:4](=[CH:5][CH:6]=[C:7]([C:12]([F:15])([F:14])[F:13])[CH:8]=2)[CH:3]=1.[B:16]1(B2OC(C)(C)C(C)(C)O2)[O:20]C(C)(C)C(C)(C)[O:17]1.C([O-])(=O)C.[K+], predict the reaction product. The product is: [F:13][C:12]([F:15])([F:14])[C:7]1[CH:8]=[C:9]2[C:4](=[CH:5][CH:6]=1)[CH:3]=[C:2]([B:16]([OH:20])[OH:17])[CH:11]=[CH:10]2. (3) Given the reactants [CH3:1][C:2]([O-])(C)C.[K+].[C:7]1([CH2:13][O:14][CH2:15][CH:16]2[CH2:21][CH:20]([S:22]([C:25]3[CH:30]=[CH:29][CH:28]=[C:27]([C:31]([F:34])([F:33])[F:32])[CH:26]=3)(=[O:24])=[O:23])[CH2:19][CH2:18][O:17]2)[CH:12]=[CH:11][CH:10]=[CH:9][CH:8]=1.C(I)C.O, predict the reaction product. The product is: [CH2:1]([C:20]1([S:22]([C:25]2[CH:30]=[CH:29][CH:28]=[C:27]([C:31]([F:33])([F:34])[F:32])[CH:26]=2)(=[O:23])=[O:24])[CH2:19][CH2:18][O:17][CH:16]([CH2:15][O:14][CH2:13][C:7]2[CH:12]=[CH:11][CH:10]=[CH:9][CH:8]=2)[CH2:21]1)[CH3:2]. (4) The product is: [CH3:12][O:9][C:8](=[O:10])[C@H:3]([CH2:4][CH:5]([CH3:7])[CH3:6])[NH:2][CH3:1]. Given the reactants [CH3:1][NH:2][C@H:3]([C:8]([OH:10])=[O:9])[CH2:4][CH:5]([CH3:7])[CH3:6].O1CCOC[CH2:12]1.CO, predict the reaction product. (5) The product is: [Cl:38][C:6]1[CH:5]=[N+:4]([O-:39])[CH:3]=[C:2]([Cl:1])[C:7]=1[CH2:8][C@@H:9]([C:23]1[CH:28]=[CH:27][C:26]([O:29][CH:30]([F:31])[F:32])=[C:25]([O:33][CH2:34][CH:35]2[CH2:37][CH2:36]2)[CH:24]=1)[O:10][C:11](=[O:12])[NH:51][CH2:50][C:47]1[CH:46]=[CH:45][C:44]([N+:41]([O-:43])=[O:42])=[CH:49][CH:48]=1. Given the reactants [Cl:1][C:2]1[CH:3]=[N+:4]([O-:39])[CH:5]=[C:6]([Cl:38])[C:7]=1[CH2:8][C@@H:9]([C:23]1[CH:28]=[CH:27][C:26]([O:29][CH:30]([F:32])[F:31])=[C:25]([O:33][CH2:34][CH:35]2[CH2:37][CH2:36]2)[CH:24]=1)[O:10][C:11](OC1C=CC([N+]([O-])=O)=CC=1)=[O:12].Cl.[N+:41]([C:44]1[CH:49]=[CH:48][C:47]([CH2:50][NH2:51])=[CH:46][CH:45]=1)([O-:43])=[O:42], predict the reaction product. (6) Given the reactants [CH3:1][NH:2][C:3]1[S:4][C:5]([CH2:14][CH2:15][C:16]([O:18][CH3:19])=[O:17])=[C:6]([C:8]2[CH:13]=[CH:12][CH:11]=[CH:10][CH:9]=2)[N:7]=1.[H-].[Na+].Cl[CH2:23][C:24]1[CH:43]=[CH:42][C:27]([O:28][CH2:29][C:30]2[N:31]=[C:32]([C:36]3[CH:41]=[CH:40][CH:39]=[CH:38][CH:37]=3)[O:33][C:34]=2[CH3:35])=[CH:26][CH:25]=1.Cl, predict the reaction product. The product is: [CH3:1][N:2]([C:3]1[S:4][C:5]([CH2:14][CH2:15][C:16]([O:18][CH3:19])=[O:17])=[C:6]([C:8]2[CH:13]=[CH:12][CH:11]=[CH:10][CH:9]=2)[N:7]=1)[CH2:23][C:24]1[CH:25]=[CH:26][C:27]([O:28][CH2:29][C:30]2[N:31]=[C:32]([C:36]3[CH:41]=[CH:40][CH:39]=[CH:38][CH:37]=3)[O:33][C:34]=2[CH3:35])=[CH:42][CH:43]=1. (7) Given the reactants [CH3:1][C:2]1[N:3]=[C:4]([N:12]2[CH2:16][CH2:15][N:14]([CH2:17][C:18]3[CH:23]=[CH:22][C:21]([C:24]([F:27])([F:26])[F:25])=[CH:20][CH:19]=3)[C:13]2=[O:28])[S:5][C:6]=1[C:7](OCC)=[O:8].[BH4-].[Li+].CO, predict the reaction product. The product is: [OH:8][CH2:7][C:6]1[S:5][C:4]([N:12]2[CH2:16][CH2:15][N:14]([CH2:17][C:18]3[CH:19]=[CH:20][C:21]([C:24]([F:25])([F:27])[F:26])=[CH:22][CH:23]=3)[C:13]2=[O:28])=[N:3][C:2]=1[CH3:1].